Task: Predict the reactants needed to synthesize the given product.. Dataset: Full USPTO retrosynthesis dataset with 1.9M reactions from patents (1976-2016) (1) The reactants are: [C:1]1([C:7]2[O:8]C3C=C(C(OC)=O)C=CC=3N=2)[CH:6]=[CH:5][CH:4]=[CH:3][CH:2]=1.[Li+].[OH-].O.[ClH:23]. Given the product [C:7]([Cl:23])(=[O:8])[C:1]1[CH:6]=[CH:5][CH:4]=[CH:3][CH:2]=1, predict the reactants needed to synthesize it. (2) Given the product [N:1]1([CH2:14][C:15]([O:17][CH2:18][CH3:19])=[O:16])[CH2:6][CH2:5][CH2:4][CH2:3][CH2:2]1, predict the reactants needed to synthesize it. The reactants are: [NH:1]1[CH2:6][CH2:5][CH2:4][CH2:3][CH2:2]1.C([O-])([O-])=O.[K+].[K+].Cl[CH2:14][C:15]([O:17][CH2:18][CH3:19])=[O:16]. (3) Given the product [NH:37]([C:2]1[N:3]=[CH:4][CH:5]=[C:6]2[C:11]=1[N:10]=[C:9]([C:12]1[CH:17]=[CH:16][C:15]([C:18]3([NH:22][C:23](=[O:29])[O:24][C:25]([CH3:28])([CH3:27])[CH3:26])[CH2:21][CH2:20][CH2:19]3)=[CH:14][CH:13]=1)[C:8]([C:30]1[CH:35]=[CH:34][CH:33]=[CH:32][CH:31]=1)=[CH:7]2)[NH2:38], predict the reactants needed to synthesize it. The reactants are: Cl[C:2]1[N:3]=[CH:4][CH:5]=[C:6]2[C:11]=1[N:10]=[C:9]([C:12]1[CH:17]=[CH:16][C:15]([C:18]3([NH:22][C:23](=[O:29])[O:24][C:25]([CH3:28])([CH3:27])[CH3:26])[CH2:21][CH2:20][CH2:19]3)=[CH:14][CH:13]=1)[C:8]([C:30]1[CH:35]=[CH:34][CH:33]=[CH:32][CH:31]=1)=[CH:7]2.O.[NH2:37][NH2:38]. (4) Given the product [C:13]([O:17][C:18]([NH:20][NH:21][CH:8]1[CH2:9][CH2:10][C:5]2([NH:1][C:2](=[O:12])[CH2:3][CH2:4]2)[CH2:6][CH2:7]1)=[O:19])([CH3:16])([CH3:15])[CH3:14], predict the reactants needed to synthesize it. The reactants are: [NH:1]1[C:5]2([CH2:10][CH2:9][C:8](=O)[CH2:7][CH2:6]2)[CH2:4][CH2:3][C:2]1=[O:12].[C:13]([O:17][C:18]([NH:20][NH2:21])=[O:19])([CH3:16])([CH3:15])[CH3:14].C([BH3-])#N.[Na+].